Dataset: Forward reaction prediction with 1.9M reactions from USPTO patents (1976-2016). Task: Predict the product of the given reaction. (1) Given the reactants [CH3:1][O:2][CH2:3][CH2:4][O:5][CH2:6][CH2:7]O.[O:9]=[C:10]1[N:16]([CH:17]2[CH2:22][CH2:21][N:20]([C:23]([O:25][C@H:26]([CH2:45][C:46]3[CH:51]=[C:50]([C:52]([F:55])([F:54])[F:53])[C:49]([NH2:56])=[C:48]([Cl:57])[CH:47]=3)[C:27]([N:29]3[CH2:34][CH2:33][N:32]([CH:35]4[CH2:40][CH2:39][N:38]([CH2:41][C:42]([OH:44])=[O:43])[CH2:37][CH2:36]4)[CH2:31][CH2:30]3)=[O:28])=[O:24])[CH2:19][CH2:18]2)[CH2:15][CH2:14][C:13]2[CH:58]=[CH:59][CH:60]=[CH:61][C:12]=2[NH:11]1.CN(C(ON1N=NC2C=CC=CC1=2)=[N+](C)C)C.[B-](F)(F)(F)F.C(N(CC)CC)C, predict the reaction product. The product is: [O:9]=[C:10]1[N:16]([CH:17]2[CH2:22][CH2:21][N:20]([C:23]([O:25][C@H:26]([CH2:45][C:46]3[CH:51]=[C:50]([C:52]([F:53])([F:55])[F:54])[C:49]([NH2:56])=[C:48]([Cl:57])[CH:47]=3)[C:27]([N:29]3[CH2:30][CH2:31][N:32]([CH:35]4[CH2:40][CH2:39][N:38]([CH2:41][C:42]([O:44][CH2:7][CH2:6][O:5][CH2:4][CH2:3][O:2][CH3:1])=[O:43])[CH2:37][CH2:36]4)[CH2:33][CH2:34]3)=[O:28])=[O:24])[CH2:19][CH2:18]2)[CH2:15][CH2:14][C:13]2[CH:58]=[CH:59][CH:60]=[CH:61][C:12]=2[NH:11]1. (2) Given the reactants Br[C:2]1[CH:3]=[CH:4][C:5]([O:8][CH2:9][C:10]2[C:11]([C:16]3[CH:21]=[CH:20][C:19]([F:22])=[CH:18][CH:17]=3)=[N:12][O:13][C:14]=2[CH3:15])=[N:6][CH:7]=1.C([Li])CCC.[O:28]1[CH2:31][C:30](=[O:32])[CH2:29]1.CO, predict the reaction product. The product is: [F:22][C:19]1[CH:20]=[CH:21][C:16]([C:11]2[C:10]([CH2:9][O:8][C:5]3[N:6]=[CH:7][C:2]([C:30]4([OH:32])[CH2:31][O:28][CH2:29]4)=[CH:3][CH:4]=3)=[C:14]([CH3:15])[O:13][N:12]=2)=[CH:17][CH:18]=1. (3) Given the reactants [CH3:1][S:2]([C:5]1[CH:10]=[CH:9][C:8]([C:11]2[N:16]3[N:17]=[C:18]([NH2:20])[N:19]=[C:15]3[CH:14]=[CH:13][CH:12]=2)=[CH:7][CH:6]=1)(=[O:4])=[O:3].Br[C:22]1[CH:27]=[CH:26][CH:25]=[C:24]([S:28]([CH3:31])(=[O:30])=[O:29])[CH:23]=1, predict the reaction product. The product is: [CH3:31][S:28]([C:24]1[CH:23]=[C:22]([NH:20][C:18]2[N:19]=[C:15]3[CH:14]=[CH:13][CH:12]=[C:11]([C:8]4[CH:9]=[CH:10][C:5]([S:2]([CH3:1])(=[O:3])=[O:4])=[CH:6][CH:7]=4)[N:16]3[N:17]=2)[CH:27]=[CH:26][CH:25]=1)(=[O:30])=[O:29]. (4) Given the reactants [CH2:1]([CH:3]1[C:7](=[O:8])[N:6]([C@@H:9]([C:11]2[CH:16]=[CH:15][CH:14]=[CH:13][CH:12]=2)[CH3:10])[CH2:5][C:4]1([C:18]([O:20]C)=[O:19])[CH3:17])[CH3:2].[OH-].[Na+], predict the reaction product. The product is: [CH2:1]([CH:3]1[C:7](=[O:8])[N:6]([C@@H:9]([C:11]2[CH:16]=[CH:15][CH:14]=[CH:13][CH:12]=2)[CH3:10])[CH2:5][C:4]1([C:18]([OH:20])=[O:19])[CH3:17])[CH3:2]. (5) Given the reactants [CH2:1]([O:3][C:4](=[O:12])[CH2:5][N:6]1[CH:10]=[C:9]([CH3:11])[N:8]=[CH:7]1)[CH3:2].C(O[CH:16](OCC)[N:17]([CH3:19])[CH3:18])C, predict the reaction product. The product is: [CH2:1]([O:3][C:4](=[O:12])[C:5]([N:6]1[CH:10]=[C:9]([CH3:11])[N:8]=[CH:7]1)=[CH:16][N:17]([CH3:19])[CH3:18])[CH3:2].